From a dataset of Reaction yield outcomes from USPTO patents with 853,638 reactions. Predict the reaction yield, written as a fraction of the theoretical maximum amount of product (1.0 means a 100% yield; for example, 0.34 means a 34% yield). (1) The reactants are S(=O)(=O)(O)O.[CH3:6][O:7][CH2:8][C:9]1[O:13][CH:12]=[C:11]([C:14]#[C:15][C:16]2[CH:41]=[CH:40][C:19]([C:20]([N:22]([CH3:39])[C@:23]([CH3:38])([C:28]([NH:30][O:31]C3CCCCO3)=[O:29])[C:24]([NH:26][CH3:27])=[O:25])=[O:21])=[CH:18][CH:17]=2)[CH:10]=1.C(=O)([O-])O.[Na+].[Cl-].[Na+]. The catalyst is O.C(OCC)(=O)C.O1CCOCC1. The product is [OH:31][NH:30][C:28](=[O:29])[C@:23]([N:22]([C:20]([C:19]1[CH:40]=[CH:41][C:16]([C:15]#[C:14][C:11]2[CH:10]=[C:9]([CH2:8][O:7][CH3:6])[O:13][CH:12]=2)=[CH:17][CH:18]=1)=[O:21])[CH3:39])([CH3:38])[C:24]([NH:26][CH3:27])=[O:25]. The yield is 0.680. (2) The reactants are [C:1]([C:5]1[CH:6]=[C:7]([C:15]2[N:19]([C:20]3[CH:25]=[CH:24][C:23]([NH:26][S:27]([CH3:30])(=[O:29])=[O:28])=[CH:22][CH:21]=3)[N:18]=[C:17]([C:31]3[CH:40]=[CH:39][C:34]([C:35]([O:37]C)=[O:36])=[CH:33][CH:32]=3)[CH:16]=2)[CH:8]=[C:9]([C:11]([CH3:14])([CH3:13])[CH3:12])[CH:10]=1)([CH3:4])([CH3:3])[CH3:2].[Li+].[OH-]. The catalyst is CO.C1COCC1. The product is [C:1]([C:5]1[CH:6]=[C:7]([C:15]2[N:19]([C:20]3[CH:25]=[CH:24][C:23]([NH:26][S:27]([CH3:30])(=[O:29])=[O:28])=[CH:22][CH:21]=3)[N:18]=[C:17]([C:31]3[CH:40]=[CH:39][C:34]([C:35]([OH:37])=[O:36])=[CH:33][CH:32]=3)[CH:16]=2)[CH:8]=[C:9]([C:11]([CH3:14])([CH3:13])[CH3:12])[CH:10]=1)([CH3:2])([CH3:3])[CH3:4]. The yield is 0.890. (3) The reactants are [C:1]([C:3]1[CH:8]=[C:7]([CH2:9][CH2:10][C:11]([O:13][C:14]([CH3:17])([CH3:16])[CH3:15])=[O:12])[CH:6]=[CH:5][N:4]=1)#[N:2].[Br:18][C:19]1[CH:20]=[C:21]([SH:28])[C:22](=[CH:26][CH:27]=1)[C:23](O)=[O:24]. The catalyst is N1C=CC=CC=1. The product is [Br:18][C:19]1[CH:27]=[CH:26][C:22]2[C:23](=[O:24])[N:2]=[C:1]([C:3]3[CH:8]=[C:7]([CH2:9][CH2:10][C:11]([O:13][C:14]([CH3:17])([CH3:16])[CH3:15])=[O:12])[CH:6]=[CH:5][N:4]=3)[S:28][C:21]=2[CH:20]=1. The yield is 0.250. (4) The reactants are C[O:2][C:3]([C:5]1[S:13][C:8]2=[N:9][CH:10]=[CH:11][CH:12]=[C:7]2[C:6]=1[O:14][CH2:15][C:16](=[O:18])[NH2:17])=[O:4].CO.O.O[Li].O. The catalyst is C1COCC1. The product is [C:16]([CH2:15][O:14][C:6]1[C:7]2[C:8](=[N:9][CH:10]=[CH:11][CH:12]=2)[S:13][C:5]=1[C:3]([OH:4])=[O:2])(=[O:18])[NH2:17]. The yield is 0.930. (5) The reactants are Cl[C:2]1[CH:7]=[CH:6][N:5]=[C:4]2[CH:8]=[CH:9][S:10][C:3]=12.[OH:11][C:12]1[CH:13]=[CH:14][C:15]2[C:19]([C:20]([O-:22])=[O:21])=[C:18]([CH3:23])[S:17][C:16]=2[CH:24]=1.C([O-])([O-])=O.[Cs+].[Cs+]. No catalyst specified. The product is [CH3:23][C:18]1[S:17][C:16]2[CH:24]=[C:12]([O:11][C:2]3[CH:7]=[CH:6][N:5]=[C:4]4[CH:8]=[CH:9][S:10][C:3]=34)[CH:13]=[CH:14][C:15]=2[C:19]=1[C:20]([OH:22])=[O:21]. The yield is 0.270. (6) The product is [C:17]([C:16]1[C:15]([N+:12]([O-:14])=[O:13])=[CH:22][CH:21]=[CH:20][C:19]=1[O:9][CH2:8][C:7]([NH:6][C:4]([NH:3][CH2:1][CH3:2])=[O:5])([CH3:10])[CH3:11])#[N:18]. No catalyst specified. The yield is 0.650. The reactants are [CH2:1]([NH:3][C:4]([NH:6][C:7]([CH3:11])([CH3:10])[CH2:8][OH:9])=[O:5])[CH3:2].[N+:12]([C:15]1[CH:22]=[CH:21][CH:20]=[C:19]([N+]([O-])=O)[C:16]=1[C:17]#[N:18])([O-:14])=[O:13]. (7) The reactants are [C:1](/[CH:3]=[CH:4]/[S:5]([C:8]1[CH:13]=[CH:12][C:11]([C:14]2([C:17]([OH:19])=O)[CH2:16][CH2:15]2)=[CH:10][CH:9]=1)(=[O:7])=[O:6])#[N:2].[CH:20]1([NH2:26])[CH2:25][CH2:24][CH2:23][CH2:22][CH2:21]1.Cl.CN(C)CCCN=C=NCC.ON1C2C=CC=CC=2N=N1. The catalyst is C(#N)C.CS(C)=O. The product is [CH:20]1([NH:26][C:17]([C:14]2([C:11]3[CH:10]=[CH:9][C:8]([S:5](/[CH:4]=[CH:3]/[C:1]#[N:2])(=[O:6])=[O:7])=[CH:13][CH:12]=3)[CH2:15][CH2:16]2)=[O:19])[CH2:25][CH2:24][CH2:23][CH2:22][CH2:21]1. The yield is 0.540.